Predict the product of the given reaction. From a dataset of Forward reaction prediction with 1.9M reactions from USPTO patents (1976-2016). (1) Given the reactants [CH2:1]([O:8][C:9](=[O:15])[CH2:10][CH2:11][C:12]([OH:14])=O)[C:2]1[CH:7]=[CH:6][CH:5]=[CH:4][CH:3]=1.CCN=C=NCCCN(C)C.C1C=NC2N(O)N=NC=2C=1.[NH2:37][C@H:38]([CH2:43][C:44]1[CH:49]=[CH:48][C:47]([C:50]2[CH:55]=[CH:54][CH:53]=[C:52]([Cl:56])[CH:51]=2)=[CH:46][CH:45]=1)[CH2:39][C:40]([OH:42])=[O:41].CCN(C(C)C)C(C)C, predict the reaction product. The product is: [CH2:1]([O:8][C:9](=[O:15])[CH2:10][CH2:11][C:12]([NH:37][C@H:38]([CH2:43][C:44]1[CH:49]=[CH:48][C:47]([C:50]2[CH:55]=[CH:54][CH:53]=[C:52]([Cl:56])[CH:51]=2)=[CH:46][CH:45]=1)[CH2:39][C:40]([OH:42])=[O:41])=[O:14])[C:2]1[CH:3]=[CH:4][CH:5]=[CH:6][CH:7]=1. (2) Given the reactants [CH2:1]([S:8][C:9]1[C:10]([C:17](OC)=[O:18])=[CH:11][S:12][C:13]=1[N+:14]([O-:16])=[O:15])[C:2]1[CH:7]=[CH:6][CH:5]=[CH:4][CH:3]=1.[H-].C([Al+]CC(C)C)C(C)C, predict the reaction product. The product is: [CH2:1]([S:8][C:9]1[C:10]([CH2:17][OH:18])=[CH:11][S:12][C:13]=1[N+:14]([O-:16])=[O:15])[C:2]1[CH:7]=[CH:6][CH:5]=[CH:4][CH:3]=1. (3) Given the reactants [CH:1]([N:4]1[C:8]([C:9]2[CH:14]=[CH:13][N:12]=[C:11]([NH:15][C:16]3[CH:29]=[CH:28][C:19]([C:20]([N:22]4[CH2:26][CH2:25][C@@H:24]([OH:27])[CH2:23]4)=[O:21])=[CH:18][CH:17]=3)[N:10]=2)=[CH:7][N:6]=[C:5]1[CH3:30])([CH3:3])[CH3:2].C(Cl)Cl.[CH3:34][S:35](Cl)(=[O:37])=[O:36].O, predict the reaction product. The product is: [CH3:30][C:5]1[N:4]([CH:1]([CH3:3])[CH3:2])[C:8]([C:9]2[CH:14]=[CH:13][N:12]=[C:11]([NH:15][C:16]3[CH:17]=[CH:18][C:19]([C:20]([N:22]4[CH2:26][CH2:25][C@@H:24]([O:27][S:35]([CH3:34])(=[O:37])=[O:36])[CH2:23]4)=[O:21])=[CH:28][CH:29]=3)[N:10]=2)=[CH:7][N:6]=1.